Binary Classification. Given a drug SMILES string, predict its activity (active/inactive) in a high-throughput screening assay against a specified biological target. From a dataset of Orexin1 receptor HTS with 218,158 compounds and 233 confirmed actives. The compound is Fc1c(C(P(OC(C)C)(=O)c2ccc(N(C)C)cc2)O)cccc1. The result is 0 (inactive).